From a dataset of Full USPTO retrosynthesis dataset with 1.9M reactions from patents (1976-2016). Predict the reactants needed to synthesize the given product. (1) Given the product [CH3:23][O:22][C:17]1[CH:18]=[CH:19][CH:20]=[CH:21][C:16]=1[C:14]1[N:13]=[CH:12][N:11]=[C:10]([NH:9][C:7](=[O:8])[N:6]([CH2:5][C:4]([OH:25])=[O:3])[CH3:24])[CH:15]=1, predict the reactants needed to synthesize it. The reactants are: C([O:3][C:4](=[O:25])[CH2:5][N:6]([CH3:24])[C:7]([NH:9][C:10]1[CH:15]=[C:14]([C:16]2[CH:21]=[CH:20][CH:19]=[CH:18][C:17]=2[O:22][CH3:23])[N:13]=[CH:12][N:11]=1)=[O:8])C.[Li+].[OH-]. (2) Given the product [CH3:10][O:9][C:7]([C:6]1[CH:11]=[C:2]([C:17]#[C:16][C:18]23[CH2:27][CH:22]4[CH2:23][CH:24]([CH2:26][CH:20]([CH2:21]4)[CH2:19]2)[CH2:25]3)[CH:3]=[C:4]([C:12]([O:14][CH3:15])=[O:13])[CH:5]=1)=[O:8], predict the reactants needed to synthesize it. The reactants are: Br[C:2]1[CH:3]=[C:4]([C:12]([O:14][CH3:15])=[O:13])[CH:5]=[C:6]([CH:11]=1)[C:7]([O:9][CH3:10])=[O:8].[C:16]([C:18]12[CH2:27][CH:22]3[CH2:23][CH:24]([CH2:26][CH:20]([CH2:21]3)[CH2:19]1)[CH2:25]2)#[CH:17].C(N(CC)CC)C.N1C=CC=CC=1. (3) Given the product [Br:19][C:11]1[C:10]2[CH2:9][CH2:8][CH2:7][C:6]=2[CH:5]=[C:4]2[C:12]=1[CH2:13][CH:2]([CH3:1])[C:3]2=[O:14], predict the reactants needed to synthesize it. The reactants are: [CH3:1][CH:2]1[CH2:13][C:12]2[C:4](=[CH:5][C:6]3[CH2:7][CH2:8][CH2:9][C:10]=3[CH:11]=2)[C:3]1=[O:14].[Cl-].[Cl-].[Cl-].[Al+3].[Br:19]Br. (4) Given the product [C:1]([O:5][C:6](=[O:17])[NH:7][C:8]1[N:9]=[C:10]2[N:14]([CH:15]=1)[CH:13]=[C:12]([C:41]1[CH:42]=[CH:43][C:38]([C:35]3[NH:34][C:33]([C@@H:29]4[CH2:30][CH2:31][CH2:32][N:28]4[C:26](=[O:27])[C@@H:22]([NH:21][C:20]([O:19][CH3:18])=[O:53])[CH:23]([CH3:25])[CH3:24])=[N:37][CH:36]=3)=[CH:39][CH:40]=1)[S:11]2)([CH3:4])([CH3:3])[CH3:2], predict the reactants needed to synthesize it. The reactants are: [C:1]([O:5][C:6](=[O:17])[NH:7][C:8]1[N:9]=[C:10]2[N:14]([CH:15]=1)[CH:13]=[C:12](Br)[S:11]2)([CH3:4])([CH3:3])[CH3:2].[CH3:18][O:19][C:20](=[O:53])[NH:21][C@H:22]([C:26]([N:28]1[CH2:32][CH2:31][CH2:30][C@H:29]1[C:33]1[NH:34][C:35]([C:38]2[CH:43]=[CH:42][C:41](B3OC(C)(C)C(C)(C)O3)=[CH:40][CH:39]=2)=[CH:36][N:37]=1)=[O:27])[CH:23]([CH3:25])[CH3:24]. (5) Given the product [C:21]([C:20]1[N:26]([CH2:27][CH3:28])[C:17]2[C:18]([N:19]=1)=[C:13]([Cl:12])[N:14]=[CH:15][N:16]=2)([CH3:24])([CH3:23])[CH3:22], predict the reactants needed to synthesize it. The reactants are: CC1C=CC(S(O)(=O)=O)=CC=1.[Cl:12][C:13]1[C:18]([NH:19][C:20](=O)[C:21]([CH3:24])([CH3:23])[CH3:22])=[C:17]([NH:26][CH2:27][CH3:28])[N:16]=[CH:15][N:14]=1.